From a dataset of Catalyst prediction with 721,799 reactions and 888 catalyst types from USPTO. Predict which catalyst facilitates the given reaction. (1) Reactant: [CH3:1][N:2]1[CH:6]=[C:5]([CH:7]=O)[CH:4]=[N:3]1.Cl.[NH2:10][OH:11].N. Product: [CH3:1][N:2]1[CH:6]=[C:5]([CH:7]=[N:10][OH:11])[CH:4]=[N:3]1. The catalyst class is: 6. (2) Reactant: [CH2:1]([O:3][C:4](=[O:17])[C@:5]([OH:16])([CH3:15])[C@@H:6]([C@H:8]1[CH2:12][O:11][C:10]([CH3:14])([CH3:13])[O:9]1)[OH:7])[CH3:2].[C:18](Cl)([C:20]1[CH:25]=[CH:24][CH:23]=[CH:22][CH:21]=1)=[O:19]. Product: [CH2:1]([O:3][C:4](=[O:17])[C@:5]([OH:16])([CH3:15])[C@@H:6]([C@H:8]1[CH2:12][O:11][C:10]([CH3:13])([CH3:14])[O:9]1)[O:7][C:18](=[O:19])[C:20]1[CH:25]=[CH:24][CH:23]=[CH:22][CH:21]=1)[CH3:2]. The catalyst class is: 17. (3) Reactant: [CH:1]1([CH:6]([C:16]2[CH:21]=[CH:20][C:19]([C:22]3[C:23]4[C:24]5[CH:37]=[CH:36][S:35][C:25]=5[C:26](=[O:34])[NH:27][C:28]=4[CH:29]=[CH:30][C:31]=3[O:32][CH3:33])=[CH:18][CH:17]=2)[CH2:7][NH:8]C(=O)OC(C)(C)C)[CH2:5][CH2:4][CH2:3][CH2:2]1.[ClH:38]. Product: [ClH:38].[NH2:8][CH2:7][CH:6]([C:16]1[CH:17]=[CH:18][C:19]([C:22]2[C:23]3[C:24]4[CH:37]=[CH:36][S:35][C:25]=4[C:26](=[O:34])[NH:27][C:28]=3[CH:29]=[CH:30][C:31]=2[O:32][CH3:33])=[CH:20][CH:21]=1)[CH:1]1[CH2:2][CH2:3][CH2:4][CH2:5]1. The catalyst class is: 28. (4) Product: [Br:1][C:2]1[CH:7]=[CH:6][C:5]([CH2:8][CH2:9][NH:10][C:11]2[S:12][C:13]3[CH:19]=[C:18]([NH:20][C:21](=[NH:23])[S:22][CH2:24][CH3:25])[CH:17]=[CH:16][C:14]=3[N:15]=2)=[CH:4][CH:3]=1. The catalyst class is: 39. Reactant: [Br:1][C:2]1[CH:7]=[CH:6][C:5]([CH2:8][CH2:9][NH:10][C:11]2[S:12][C:13]3[CH:19]=[C:18]([NH:20][C:21]([NH2:23])=[S:22])[CH:17]=[CH:16][C:14]=3[N:15]=2)=[CH:4][CH:3]=1.[CH2:24](I)[CH3:25]. (5) Reactant: C([Li])CCC.C(NC(C)C)(C)C.[F:13][C:14]1([F:25])[CH2:19][CH2:18][CH:17]([C:20]([O:22][CH2:23][CH3:24])=[O:21])[CH2:16][CH2:15]1.O=O.[OH:28]S([O-])=O.[Na+]. Product: [F:13][C:14]1([F:25])[CH2:15][CH2:16][C:17]([OH:28])([C:20]([O:22][CH2:23][CH3:24])=[O:21])[CH2:18][CH2:19]1. The catalyst class is: 116.